Dataset: Forward reaction prediction with 1.9M reactions from USPTO patents (1976-2016). Task: Predict the product of the given reaction. (1) Given the reactants Cl[C:2]1[N:3]=[C:4]([NH:21][C:22]2[CH:30]=[C:29]3[C:25]([CH:26]=[N:27][N:28]3[CH3:31])=[CH:24][CH:23]=2)[C:5]2[CH:10]=[CH:9][N:8](S(C3C=CC(C)=CC=3)(=O)=O)[C:6]=2[N:7]=1.[NH2:32][C:33]1[CH:38]=[CH:37][C:36]([N:39]2[CH2:44][CH2:43][N:42]([C:45](=[O:47])[CH3:46])[CH2:41][CH2:40]2)=[CH:35][CH:34]=1.C[Si](Cl)(C)C, predict the reaction product. The product is: [CH3:31][N:28]1[C:29]2[C:25](=[CH:24][CH:23]=[C:22]([NH:21][C:4]3[C:5]4[CH:10]=[CH:9][NH:8][C:6]=4[N:7]=[C:2]([NH:32][C:33]4[CH:34]=[CH:35][C:36]([N:39]5[CH2:40][CH2:41][N:42]([C:45](=[O:47])[CH3:46])[CH2:43][CH2:44]5)=[CH:37][CH:38]=4)[N:3]=3)[CH:30]=2)[CH:26]=[N:27]1. (2) Given the reactants CCN(C(C)C)C(C)C.F[C:11]1[CH:20]=[CH:19][C:14]([C:15]([O:17][CH3:18])=[O:16])=[CH:13][C:12]=1[N+:21]([O-:23])=[O:22].[CH3:24][O:25][C:26]1[CH:31]=[CH:30][C:29]([CH2:32][NH2:33])=[CH:28][CH:27]=1, predict the reaction product. The product is: [CH3:24][O:25][C:26]1[CH:31]=[CH:30][C:29]([CH2:32][NH:33][C:11]2[CH:20]=[CH:19][C:14]([C:15]([O:17][CH3:18])=[O:16])=[CH:13][C:12]=2[N+:21]([O-:23])=[O:22])=[CH:28][CH:27]=1. (3) Given the reactants Cl.Cl.[NH2:3][C:4]1[CH:36]=[CH:35][C:7]([O:8][C:9]2[CH:10]=[CH:11][C:12]3[N:16]=[C:15]([CH2:17][O:18][C:19]4[CH:32]=[CH:31][C:22]([CH2:23][CH:24]5[S:28][C:27](=[O:29])[NH:26][C:25]5=[O:30])=[CH:21][CH:20]=4)[N:14]([CH3:33])[C:13]=3[CH:34]=2)=[CH:6][CH:5]=1.[C:37]1([CH3:47])[CH:42]=[CH:41][C:40]([S:43](Cl)(=[O:45])=[O:44])=[CH:39][CH:38]=1.C(N(CC)CC)C, predict the reaction product. The product is: [O:29]=[C:27]1[NH:26][C:25](=[O:30])[CH:24]([CH2:23][C:22]2[CH:31]=[CH:32][C:19]([O:18][CH2:17][C:15]3[N:14]([CH3:33])[C:13]4[CH:34]=[C:9]([O:8][C:7]5[CH:35]=[CH:36][C:4]([NH:3][S:43]([C:40]6[CH:41]=[CH:42][C:37]([CH3:47])=[CH:38][CH:39]=6)(=[O:45])=[O:44])=[CH:5][CH:6]=5)[CH:10]=[CH:11][C:12]=4[N:16]=3)=[CH:20][CH:21]=2)[S:28]1. (4) Given the reactants [CH3:1][C:2]([C:8]1[CH:13]=[CH:12][CH:11]=[CH:10][C:9]=1[S:14][S:15][CH3:16])([CH3:7])[CH2:3][C:4]([OH:6])=[O:5].[F:17][C:18]1[CH:23]=[CH:22][C:21](O)=[CH:20][CH:19]=1.C(N=C=NC(C)C)(C)C, predict the reaction product. The product is: [CH3:7][C:2]([C:8]1[CH:13]=[CH:12][CH:11]=[CH:10][C:9]=1[S:14][S:15][CH3:16])([CH3:1])[CH2:3][C:4]([O:6][C:21]1[CH:22]=[CH:23][C:18]([F:17])=[CH:19][CH:20]=1)=[O:5].